Dataset: Full USPTO retrosynthesis dataset with 1.9M reactions from patents (1976-2016). Task: Predict the reactants needed to synthesize the given product. (1) Given the product [CH3:20][N:13]1[C:14]2[C:19](=[CH:18][CH:17]=[CH:16][CH:15]=2)[C:11]([CH2:9][NH:8][CH3:7])=[CH:12]1, predict the reactants needed to synthesize it. The reactants are: [H-].[H-].[H-].[H-].[Li+].[Al+3].[CH3:7][NH:8][C:9]([C:11]1[C:19]2[C:14](=[CH:15][CH:16]=[CH:17][CH:18]=2)[N:13]([CH3:20])[CH:12]=1)=O. (2) Given the product [CH3:22][N:13]1[C:14]2[C:10](=[C:9]([B:4]3[O:3][C:2]([CH3:18])([CH3:1])[C:6]([CH3:7])([CH3:8])[O:5]3)[CH:17]=[CH:16][CH:15]=2)[CH:11]=[CH:12]1.[CH3:19][N:13]1[C:14]2[C:10](=[C:9]([C:22]3[CH:27]=[C:26]([OH:28])[CH:25]=[C:24]([NH:38][C:39]4[CH:40]=[N:41][CH:42]=[CH:43][CH:44]=4)[CH:23]=3)[CH:17]=[CH:16][CH:15]=2)[CH:11]=[CH:12]1, predict the reactants needed to synthesize it. The reactants are: [CH3:1][C:2]1([CH3:18])[C:6]([CH3:8])([CH3:7])[O:5][B:4]([C:9]2[CH:17]=[CH:16][CH:15]=[C:14]3[C:10]=2[CH:11]=[CH:12][NH:13]3)[O:3]1.[CH3:19]I.Br[C:22]1[CH:23]=[C:24]([NH:38][C:39]2[CH:40]=[N:41][CH:42]=[CH:43][CH:44]=2)[CH:25]=[C:26]([O:28]CC2C=CC(OC)=CC=2)[CH:27]=1. (3) Given the product [Br:27][CH2:3][CH2:4][N:5]1[C:13]([S:14][C:15]2[C:24]([I:25])=[CH:23][C:18]3[O:19][CH2:20][CH2:21][O:22][C:17]=3[CH:16]=2)=[N:12][C:11]2[C:6]1=[N:7][CH:8]=[N:9][C:10]=2[NH2:26], predict the reactants needed to synthesize it. The reactants are: BrC[CH2:3][CH2:4][N:5]1[C:13]([S:14][C:15]2[C:24]([I:25])=[CH:23][C:18]3[O:19][CH2:20][CH2:21][O:22][C:17]=3[CH:16]=2)=[N:12][C:11]2[C:6]1=[N:7][CH:8]=[N:9][C:10]=2[NH2:26].[Br:27]CCCBr.C([O-])([O-])=O.[Cs+].[Cs+]. (4) Given the product [Cl:1][C:2]1[CH:3]=[C:4]([C@@H:9]([CH2:10][NH:11][CH3:21])[C@@H:12]([C:13]2[CH:14]=[CH:15][CH:16]=[CH:17][CH:18]=2)[OH:19])[CH:5]=[CH:6][C:7]=1[Cl:8], predict the reactants needed to synthesize it. The reactants are: [Cl:1][C:2]1[CH:3]=[C:4]([CH:9]([CH:12]([OH:19])[C:13]2[CH:18]=[CH:17][CH:16]=[CH:15][CH:14]=2)[C:10]#[N:11])[CH:5]=[CH:6][C:7]=1[Cl:8].[Li+].[CH3:21]C([N-]C(C)C)C.ClC1C=C(CC#N)C=CC=1Cl.C(=O)C1C=CC=CC=1. (5) Given the product [CH2:19]([O:21][C:22]([C:23]1[CH:24]=[C:25]([C:27]2[CH:32]=[CH:31][CH:30]=[C:29]([CH3:33])[CH:28]=2)[N:2]([C:4]2[CH:9]=[N:8][C:7]([O:10][CH3:11])=[CH:6][CH:5]=2)[N:3]=1)=[O:35])[CH3:20], predict the reactants needed to synthesize it. The reactants are: Cl.[NH:2]([C:4]1[CH:5]=[CH:6][C:7]([O:10][CH3:11])=[N:8][CH:9]=1)[NH2:3].C(N(CC)CC)C.[CH2:19]([O:21][C:22](=[O:35])[C:23](=O)[CH2:24][C:25]([C:27]1[CH:32]=[CH:31][CH:30]=[C:29]([CH3:33])[CH:28]=1)=O)[CH3:20]. (6) Given the product [N:15]([C:5]1[C:6]([N:8]2[CH2:9][CH:10]=[CH:11][CH2:12][CH2:13]2)=[N:7][C:2]([NH2:1])=[N:3][C:4]=1[NH2:14])=[O:16], predict the reactants needed to synthesize it. The reactants are: [NH2:1][C:2]1[N:7]=[C:6]([N:8]2[CH2:13][CH:12]=[CH:11][CH2:10][CH2:9]2)[CH:5]=[C:4]([NH2:14])[N:3]=1.[N:15]([O-])=[O:16].[Na+]. (7) Given the product [OH:1][C:2]1([C:12]2[CH:13]=[CH:14][C:15]([C:16]#[N:17])=[CH:18][CH:19]=2)[CH2:3][CH2:4][C:5](=[O:6])[CH2:10][CH2:11]1, predict the reactants needed to synthesize it. The reactants are: [OH:1][C:2]1([C:12]2[CH:19]=[CH:18][C:15]([C:16]#[N:17])=[CH:14][CH:13]=2)[CH2:11][CH2:10][C:5]2(OCC[O:6]2)[CH2:4][CH2:3]1.C([O-])(O)=O.[Na+].C(OCC)(=O)C.CCCCCC. (8) Given the product [CH2:6]([O:8][C:9]([C:11]1[NH:12][C:13]([CH:19]=[O:20])=[C:14]([CH3:16])[CH:15]=1)=[O:10])[CH3:7], predict the reactants needed to synthesize it. The reactants are: P(Cl)(Cl)(Cl)=O.[CH2:6]([O:8][C:9]([C:11]1[NH:12][CH:13]=[C:14]([CH3:16])[CH:15]=1)=[O:10])[CH3:7].CN(C)[CH:19]=[O:20]. (9) The reactants are: [Br:1][C:2]1[CH:3]=[C:4]2[C:9](=[CH:10][CH:11]=1)[N:8]=[CH:7][N:6]=[C:5]2[C:12]1[CH:13]=[C:14]([CH:18]=[CH:19][CH:20]=1)[C:15]([OH:17])=O.CN(C(ON1N=NC2C=CC=CC1=2)=[N+](C)C)C.F[P-](F)(F)(F)(F)F.CCN(C(C)C)C(C)C.[C:54]([O:58][C:59]([N:61]1[CH2:66][CH2:65][NH:64][CH2:63][C@H:62]1[CH3:67])=[O:60])([CH3:57])([CH3:56])[CH3:55]. Given the product [C:54]([O:58][C:59]([N:61]1[CH2:66][CH2:65][N:64]([C:15](=[O:17])[C:14]2[CH:18]=[CH:19][CH:20]=[C:12]([C:5]3[C:4]4[C:9](=[CH:10][CH:11]=[C:2]([Br:1])[CH:3]=4)[N:8]=[CH:7][N:6]=3)[CH:13]=2)[CH2:63][C@H:62]1[CH3:67])=[O:60])([CH3:57])([CH3:55])[CH3:56], predict the reactants needed to synthesize it. (10) The reactants are: [CH3:1][O:2][C:3]1[CH:4]=[C:5]([CH:21]=[CH:22][C:23]=1[O:24][CH2:25][C:26]1[N:27]=[C:28]([C:32]2[CH:37]=[CH:36][CH:35]=[CH:34][CH:33]=2)[O:29][C:30]=1[CH3:31])[CH2:6][O:7][C:8]1[CH:12]=[C:11]([CH:13]=O)[N:10]([C:15]2[CH:20]=[CH:19][CH:18]=[CH:17][CH:16]=2)[N:9]=1.Cl.NO.[N:41]1C=CC=CC=1.Cl. Given the product [CH3:1][O:2][C:3]1[CH:4]=[C:5]([CH:21]=[CH:22][C:23]=1[O:24][CH2:25][C:26]1[N:27]=[C:28]([C:32]2[CH:37]=[CH:36][CH:35]=[CH:34][CH:33]=2)[O:29][C:30]=1[CH3:31])[CH2:6][O:7][C:8]1[CH:12]=[C:11]([C:13]#[N:41])[N:10]([C:15]2[CH:20]=[CH:19][CH:18]=[CH:17][CH:16]=2)[N:9]=1, predict the reactants needed to synthesize it.